This data is from Full USPTO retrosynthesis dataset with 1.9M reactions from patents (1976-2016). The task is: Predict the reactants needed to synthesize the given product. Given the product [CH2:2]([NH:9][C:10]([CH3:14])([CH3:13])[CH2:11][OH:12])[C:3]1[CH:8]=[CH:7][CH:6]=[CH:5][CH:4]=1, predict the reactants needed to synthesize it. The reactants are: Cl.[CH2:2]([NH:9][C:10]([CH3:14])([CH3:13])[CH2:11][OH:12])[C:3]1[CH:8]=[CH:7][CH:6]=[CH:5][CH:4]=1.[OH-].[Na+].